This data is from Reaction yield outcomes from USPTO patents with 853,638 reactions. The task is: Predict the reaction yield, written as a fraction of the theoretical maximum amount of product (1.0 means a 100% yield; for example, 0.34 means a 34% yield). (1) The reactants are Cl[S:2]([C:5]1[CH:6]=[CH:7][C:8]([F:14])=[C:9]([CH:13]=1)[C:10]([OH:12])=[O:11])(=[O:4])=[O:3].[CH:15]1([NH2:20])[CH2:19][CH2:18][CH2:17][CH2:16]1.C(N(C(C)C)CC)(C)C. The catalyst is C(Cl)Cl. The product is [CH:15]1([NH:20][S:2]([C:5]2[CH:6]=[CH:7][C:8]([F:14])=[C:9]([CH:13]=2)[C:10]([OH:12])=[O:11])(=[O:4])=[O:3])[CH2:19][CH2:18][CH2:17][CH2:16]1. The yield is 0.900. (2) The reactants are [C:1]([C:3]1[CH:8]=[CH:7][C:6]([OH:9])=[CH:5][CH:4]=1)#[N:2].C(=O)([O-])[O-].[K+].[K+].[CH2:16](Br)[C:17]1[CH:22]=[CH:21][CH:20]=[CH:19][CH:18]=1.Cl. The catalyst is CN(C=O)C.O.CCOC(C)=O. The product is [CH2:16]([O:9][C:6]1[CH:7]=[CH:8][C:3]([C:1]#[N:2])=[CH:4][CH:5]=1)[C:17]1[CH:22]=[CH:21][CH:20]=[CH:19][CH:18]=1. The yield is 0.930.